The task is: Predict the product of the given reaction.. This data is from Forward reaction prediction with 1.9M reactions from USPTO patents (1976-2016). (1) Given the reactants [Cl:1][C:2]1[CH:3]=[CH:4][C:5]([O:32][C:33]2[CH:38]=[C:37]([F:39])[C:36]([S:40](=[O:59])(=[O:58])[N:41](CC3C=CC(OC)=CC=3OC)[C:42]3[S:46][N:45]=[CH:44][N:43]=3)=[CH:35][C:34]=2[F:60])=[C:6]([C:8]2[CH:9]=[CH:10][C:11]3ON=[C:13]([N:16]([C:24](OC(C)(C)C)=[O:25])C(OC(C)(C)C)=O)[C:12]=3[CH:31]=2)[CH:7]=1.ClC1C=CC(OC2C(F)=CC(S(N(CC3C=CC(OC)=CC=3OC)C3SN=CN=3)(=O)=O)=C(F)C=2)=C(C2C=C3C(=CC=2)NC(=O)C3)C=1, predict the reaction product. The product is: [Cl:1][C:2]1[CH:3]=[CH:4][C:5]([O:32][C:33]2[C:34]([F:60])=[CH:35][C:36]([S:40]([NH:41][C:42]3[S:46][N:45]=[CH:44][N:43]=3)(=[O:59])=[O:58])=[C:37]([F:39])[CH:38]=2)=[C:6]([C:8]2[CH:31]=[C:12]3[C:13](=[CH:10][CH:9]=2)[NH:16][C:24](=[O:25])[CH2:11]3)[CH:7]=1. (2) Given the reactants C([N:8]1[CH2:13][CH2:12][CH2:11][C:10](=O)[CH2:9]1)(OC(C)(C)C)=O.[C:15]1([Mg]Br)[CH:20]=[CH:19][CH:18]=[CH:17][CH:16]=1.FC(F)(F)C(O)=O, predict the reaction product. The product is: [C:15]1([C:10]2[CH2:9][NH:8][CH2:13][CH2:12][CH:11]=2)[CH:20]=[CH:19][CH:18]=[CH:17][CH:16]=1. (3) Given the reactants [N:1]1(C(N2C=CN=C2)N)C=CN=[CH:2]1.[CH3:13][O:14][C:15](=[O:25])[C:16]1[CH:21]=[C:20]([F:22])[CH:19]=[C:18]([OH:23])[C:17]=1[NH2:24], predict the reaction product. The product is: [NH2:1][C:2]1[O:23][C:18]2[C:17](=[C:16]([C:15]([O:14][CH3:13])=[O:25])[CH:21]=[C:20]([F:22])[CH:19]=2)[N:24]=1. (4) The product is: [NH2:17][C:15]1[S:16][C:2]([CH2:10][CH2:11][CH2:12][Cl:13])=[C:3]([C:4]([O:6][CH2:7][CH3:8])=[O:5])[N:14]=1. Given the reactants Br[CH:2]([CH2:10][CH2:11][CH2:12][Cl:13])[C:3](=O)[C:4]([O:6][CH2:7][CH3:8])=[O:5].[NH2:14][C:15]([NH2:17])=[S:16], predict the reaction product. (5) Given the reactants [C:1]([C:4]1[CH:9]=[CH:8][C:7]([N:10]=[N:11][C:12](=[C:16]2[C:25]3[C:20](=[CH:21][CH:22]=[CH:23][CH:24]=3)[CH2:19][C:18]([CH3:27])([CH3:26])[NH:17]2)[C:13]([NH2:15])=O)=[CH:6][CH:5]=1)(=[O:3])[CH3:2].S(Cl)(Cl)=O, predict the reaction product. The product is: [C:1]([C:4]1[CH:9]=[CH:8][C:7]([N:10]=[N:11][C:12](=[C:16]2[C:25]3[C:20](=[CH:21][CH:22]=[CH:23][CH:24]=3)[CH2:19][C:18]([CH3:27])([CH3:26])[NH:17]2)[C:13]#[N:15])=[CH:6][CH:5]=1)(=[O:3])[CH3:2].